Dataset: Forward reaction prediction with 1.9M reactions from USPTO patents (1976-2016). Task: Predict the product of the given reaction. (1) The product is: [Cl:3][C:4]1[CH:5]=[CH:6][C:7]([CH2:8][CH:9]2[CH2:17][C:16]3[C:11](=[CH:12][CH:13]=[C:14]([O:18][CH3:19])[CH:15]=3)[C:10]2=[O:20])=[CH:21][CH:22]=1. Given the reactants [Se].[Na].[Cl:3][C:4]1[CH:22]=[CH:21][C:7]([CH:8]=[C:9]2[CH2:17][C:16]3[C:11](=[CH:12][CH:13]=[C:14]([O:18][CH3:19])[CH:15]=3)[C:10]2=[O:20])=[CH:6][CH:5]=1, predict the reaction product. (2) Given the reactants [NH2:1][C:2]1[N:7]=[C:6]([C:8]2[S:12][C:11]3[CH:13]=[CH:14][C:15]([NH:17][C:18]4[CH:19]=[C:20]([NH:24][C:25]([C:27]5[CH:36]=[CH:35][C:30]([C:31]([O:33]C)=[O:32])=[CH:29][CH:28]=5)=[O:26])[CH:21]=[CH:22][CH:23]=4)=[CH:16][C:10]=3[C:9]=2[CH3:37])[CH:5]=[CH:4][N:3]=1.C1COCC1.[Li+].[OH-], predict the reaction product. The product is: [NH2:1][C:2]1[N:7]=[C:6]([C:8]2[S:12][C:11]3[CH:13]=[CH:14][C:15]([NH:17][C:18]4[CH:19]=[C:20]([NH:24][C:25]([C:27]5[CH:28]=[CH:29][C:30]([C:31]([OH:33])=[O:32])=[CH:35][CH:36]=5)=[O:26])[CH:21]=[CH:22][CH:23]=4)=[CH:16][C:10]=3[C:9]=2[CH3:37])[CH:5]=[CH:4][N:3]=1. (3) Given the reactants [Br:1]Br.[CH3:3][O:4][C:5]1[CH:10]=[CH:9][C:8]([OH:11])=[C:7]([N+:12]([O-:14])=[O:13])[CH:6]=1.C([O-])(=O)C.[Na+].S(=O)(=O)(O)O, predict the reaction product. The product is: [Br:1][C:9]1[CH:10]=[C:5]([O:4][CH3:3])[CH:6]=[C:7]([N+:12]([O-:14])=[O:13])[C:8]=1[OH:11]. (4) Given the reactants [C:1]1([C:9]([CH2:11][C:12]2[CH:19]=[CH:18][C:15]([O:16][CH3:17])=[CH:14][CH:13]=2)=[O:10])[CH:8]=[CH:7][C:4]([O:5][CH3:6])=[CH:3][CH:2]=1.[C:20](Cl)(=[O:29])[C:21]1[CH:26]=[CH:25][C:24]([O:27][CH3:28])=[CH:23][CH:22]=1.C(O)(=O)CC(CC(O)=O)(C(O)=O)O, predict the reaction product. The product is: [CH3:6][O:5][C:4]1[CH:3]=[CH:2][C:1]([C:9](=[O:10])[CH:11]([C:12]2[CH:13]=[CH:14][C:15]([O:16][CH3:17])=[CH:18][CH:19]=2)[C:20]([C:21]2[CH:26]=[CH:25][C:24]([O:27][CH3:28])=[CH:23][CH:22]=2)=[O:29])=[CH:8][CH:7]=1. (5) Given the reactants Cl.CO.[F:4][C:5]1[C:6]([NH:24][CH2:25][CH:26]2[CH2:30][CH2:29][CH2:28][N:27]2C(OC(C)(C)C)=O)=[N:7][C:8]([NH:11][C:12]2[CH:13]=[N:14][C:15]([N:18]3[CH2:23][CH2:22][O:21][CH2:20][CH2:19]3)=[CH:16][CH:17]=2)=[N:9][CH:10]=1, predict the reaction product. The product is: [F:4][C:5]1[C:6]([NH:24][CH2:25][CH:26]2[CH2:30][CH2:29][CH2:28][NH:27]2)=[N:7][C:8]([NH:11][C:12]2[CH:13]=[N:14][C:15]([N:18]3[CH2:23][CH2:22][O:21][CH2:20][CH2:19]3)=[CH:16][CH:17]=2)=[N:9][CH:10]=1.